From a dataset of Catalyst prediction with 721,799 reactions and 888 catalyst types from USPTO. Predict which catalyst facilitates the given reaction. (1) Reactant: I[C:2]1[CH:7]=[CH:6][CH:5]=[CH:4][C:3]=1[N+:8]([O-:10])=[O:9].C1([Mg]Cl)C=CC=CC=1.[CH:19](=[O:23])[CH:20]([CH3:22])[CH3:21]. Product: [N+:8]([C:3]1[CH:4]=[CH:5][CH:6]=[CH:7][C:2]=1[CH:19]([OH:23])[CH:20]([CH3:22])[CH3:21])([O-:10])=[O:9]. The catalyst class is: 1. (2) Reactant: [Cl:1][C:2]1[CH:7]=[CH:6][C:5]([C@:8]2([O:17][C@H:16]([CH2:18][OH:19])[C@@H:14]([OH:15])[C@H:12]([OH:13])[C@H:10]2[OH:11])[OH:9])=[CH:4][C:3]=1[CH2:20][C:21]1[CH:26]=[CH:25][C:24]([C:27]#[CH:28])=[CH:23][CH:22]=1. Product: [Cl:1][C:2]1[CH:7]=[CH:6][C:5]([C@:8]2([O:17][C@H:16]([CH2:18][OH:19])[C@@H:14]([OH:15])[C@H:12]([OH:13])[C@H:10]2[OH:11])[OH:9])=[CH:4][C:3]=1[CH2:20][C:21]1[CH:22]=[CH:23][C:24]([CH2:27][CH3:28])=[CH:25][CH:26]=1. The catalyst class is: 604.